From a dataset of Reaction yield outcomes from USPTO patents with 853,638 reactions. Predict the reaction yield, written as a fraction of the theoretical maximum amount of product (1.0 means a 100% yield; for example, 0.34 means a 34% yield). (1) The reactants are [CH3:1][CH:2]([CH3:38])[C@H:3]([N:8]1[CH2:16][C:15]2[C:10](=[CH:11][C:12]([C:17]3[CH:22]=[CH:21][C:20]([NH:23][C:24]([C:26]4SC(C5C=CC=CC=5)=CN=4)=[O:25])=[CH:19][CH:18]=3)=[CH:13][CH:14]=2)[C:9]1=[O:37])[C:4]([O:6][CH3:7])=[O:5].NC1C=CC(C2C=C3C(CN([C@@H](C(C)C)C(OC)=O)C3=O)=CC=2)=CC=1.[Cl:64][C:65]1[CH:70]=[CH:69][C:68]([C:71]2[CH:75]=C(C(OCC)=O)[O:73][N:72]=2)=[CH:67][CH:66]=1. No catalyst specified. The product is [Cl:64][C:65]1[CH:66]=[CH:67][C:68]([C:71]2[CH:75]=[C:26]([C:24]([NH:23][C:20]3[CH:19]=[CH:18][C:17]([C:12]4[CH:11]=[C:10]5[C:15]([CH2:16][N:8]([C@@H:3]([CH:2]([CH3:1])[CH3:38])[C:4]([O:6][CH3:7])=[O:5])[C:9]5=[O:37])=[CH:14][CH:13]=4)=[CH:22][CH:21]=3)=[O:25])[O:73][N:72]=2)=[CH:69][CH:70]=1. The yield is 0.480. (2) The yield is 0.660. The catalyst is ClCCl.O.C(OCC)(=O)C. The product is [OH:1][C@H:2]1[CH2:3][C@H:4]([NH:6][C:7]([C:9]2[C:17]3[C:12](=[N:13][CH:14]=[C:15]([C:18]4[C:26]5[C:21](=[CH:22][C:23]([F:27])=[CH:24][CH:25]=5)[N:20]([CH3:28])[N:19]=4)[N:16]=3)[NH:11][CH:10]=2)=[O:8])[CH2:5]1. The reactants are [OH:1][C@H:2]1[CH2:5][C@H:4]([NH:6][C:7]([C:9]2[C:17]3[C:12](=[N:13][CH:14]=[C:15]([C:18]4[C:26]5[C:21](=[CH:22][C:23]([F:27])=[CH:24][CH:25]=5)[N:20]([CH3:28])[N:19]=4)[N:16]=3)[N:11](COCC[Si](C)(C)C)[CH:10]=2)=[O:8])[CH2:3]1.FC(F)(F)C(O)=O.C(N)CN. (3) The reactants are [Br-].[O:2]1[CH:6]=[CH:5][CH:4]=[C:3]1[CH2:7][P+](C1C=CC=CC=1)(C1C=CC=CC=1)C1C=CC=CC=1.CC(C)([O-])C.[K+].[C:33]([O:37][C:38]([NH:40][C@@:41]([CH2:53][CH3:54])([CH2:44][O:45][C:46](=[O:52])[CH2:47][CH2:48][CH2:49][CH2:50][CH3:51])[CH:42]=O)=[O:39])([CH3:36])([CH3:35])[CH3:34].[Cl-].[NH4+]. The catalyst is O1CCCC1. The product is [C:33]([O:37][C:38]([NH:40][C@:41]([CH2:53][CH3:54])([CH:42]=[CH:7][C:3]1[O:2][CH:6]=[CH:5][CH:4]=1)[CH2:44][O:45][C:46](=[O:52])[CH2:47][CH2:48][CH2:49][CH2:50][CH3:51])=[O:39])([CH3:35])([CH3:36])[CH3:34]. The yield is 0.990. (4) The reactants are [C:1]([C:5]1[N:10]=[C:9]([N:11]2[CH2:16][CH2:15][N:14]([CH2:17][CH2:18][C@H:19]3[CH2:24][CH2:23][C@H:22]([NH:25]C(=O)[O-])[CH2:21][CH2:20]3)[CH2:13][CH2:12]2)[CH:8]=[C:7]([CH:29]2[CH2:32][CH2:31][CH2:30]2)[N:6]=1)([CH3:4])([CH3:3])[CH3:2]. The catalyst is Cl.C(OCC)(=O)C. The product is [C:1]([C:5]1[N:10]=[C:9]([N:11]2[CH2:12][CH2:13][N:14]([CH2:17][CH2:18][C@H:19]3[CH2:20][CH2:21][C@H:22]([NH2:25])[CH2:23][CH2:24]3)[CH2:15][CH2:16]2)[CH:8]=[C:7]([CH:29]2[CH2:32][CH2:31][CH2:30]2)[N:6]=1)([CH3:4])([CH3:2])[CH3:3]. The yield is 0.940. (5) The reactants are [Li][CH2:2][CH2:3][CH2:4][CH3:5].C([O:8][C:9](=[O:26])[CH:10]([C:15]1[CH:20]=[C:19](F)[C:18]([N+:22]([O-:24])=[O:23])=[CH:17][C:16]=1[F:25])[CH2:11][CH:12]([CH3:14])[CH3:13])C.O.[CH:28]1([CH2:31][OH:32])[CH2:30][CH2:29]1. No catalyst specified. The product is [CH:4]1([CH2:5][O:8][C:9](=[O:26])[CH:10]([C:15]2[CH:20]=[C:19]([O:32][CH2:31][CH:28]3[CH2:30][CH2:29]3)[C:18]([N+:22]([O-:24])=[O:23])=[CH:17][C:16]=2[F:25])[CH2:11][CH:12]([CH3:13])[CH3:14])[CH2:2][CH2:3]1. The yield is 0.810. (6) The product is [CH3:30][O:33][CH2:34][O:1][C:2]1[CH:3]=[C:4]2[C:17](=[CH:18][CH:19]=1)[C:16]1[C:7](=[C:8]3[C:13](=[CH:14][CH:15]=1)[NH:12][C:11]([CH3:20])([CH3:21])[CH:10]=[C:9]3[CH3:22])[C:6](=[O:23])[O:5]2. The catalyst is CN(C)C=O. The reactants are [OH:1][C:2]1[CH:3]=[C:4]2[C:17](=[CH:18][CH:19]=1)[C:16]1[C:7](=[C:8]3[C:13](=[CH:14][CH:15]=1)[NH:12][C:11]([CH3:21])([CH3:20])[CH:10]=[C:9]3[CH3:22])[C:6](=[O:23])[O:5]2.C(=O)([O-])[O-].[K+].[K+].[C:30]([O:33][CH2:34]C)(=O)C.C(OCC)C. The yield is 0.660. (7) The product is [CH3:30][C:28]1[N:27]=[C:26]2[N:31]([CH:34]3[CH2:39][CH2:38][CH2:37][CH2:36][O:35]3)[N:32]=[CH:33][C:25]2=[C:24]([C:23]2[C:18]([NH:16][C:13]3[C:14]4[C:9]([CH:10]=[CH:11][CH:12]=3)=[N:8][N:7]([CH:2]3[CH2:3][CH2:4][CH2:5][CH2:6][O:1]3)[CH:15]=4)=[N:19][CH:20]=[CH:21][CH:22]=2)[N:29]=1. The reactants are [O:1]1[CH2:6][CH2:5][CH2:4][CH2:3][CH:2]1[N:7]1[CH:15]=[C:14]2[C:9]([CH:10]=[CH:11][CH:12]=[C:13]2[NH2:16])=[N:8]1.F[C:18]1[C:23]([C:24]2[N:29]=[C:28]([CH3:30])[N:27]=[C:26]3[N:31]([CH:34]4[CH2:39][CH2:38][CH2:37][CH2:36][O:35]4)[N:32]=[CH:33][C:25]=23)=[CH:22][CH:21]=[CH:20][N:19]=1.[Li+].C[Si]([N-][Si](C)(C)C)(C)C. The catalyst is C1COCC1. The yield is 0.312.